This data is from Full USPTO retrosynthesis dataset with 1.9M reactions from patents (1976-2016). The task is: Predict the reactants needed to synthesize the given product. (1) Given the product [C:43]([C:2]1[C:11]2[C:12]([CH2:15][N:16]3[CH2:21][CH2:20][CH:19]([N:22]([CH2:30][C:31]4[N:36]=[CH:35][C:34]5[O:37][CH2:38][CH2:39][O:40][C:33]=5[CH:32]=4)[C:23](=[O:29])[O:24][C:25]([CH3:28])([CH3:26])[CH3:27])[CH2:18][CH2:17]3)([OH:14])[CH2:13][N:9]3[C:10]=2[C:5]([CH:6]=[CH:7][C:8]3=[O:41])=[CH:4][CH:3]=1)#[N:44], predict the reactants needed to synthesize it. The reactants are: Br[C:2]1[C:11]2[C:12]([CH2:15][N:16]3[CH2:21][CH2:20][CH:19]([N:22]([CH2:30][C:31]4[N:36]=[CH:35][C:34]5[O:37][CH2:38][CH2:39][O:40][C:33]=5[CH:32]=4)[C:23](=[O:29])[O:24][C:25]([CH3:28])([CH3:27])[CH3:26])[CH2:18][CH2:17]3)([OH:14])[CH2:13][N:9]3[C:10]=2[C:5]([CH:6]=[CH:7][C:8]3=[O:41])=[CH:4][CH:3]=1.[Cu][C:43]#[N:44]. (2) Given the product [CH2:15]([S:22][C:11]1[CH:10]=[CH:9][C:8]([Cl:7])=[CH:13][N:12]=1)[C:16]1[CH:21]=[CH:20][CH:19]=[CH:18][CH:17]=1, predict the reactants needed to synthesize it. The reactants are: C(=O)([O-])[O-].[Cs+].[Cs+].[Cl:7][C:8]1[CH:9]=[CH:10][C:11](F)=[N:12][CH:13]=1.[CH2:15]([SH:22])[C:16]1[CH:21]=[CH:20][CH:19]=[CH:18][CH:17]=1. (3) Given the product [CH:1]1([N:4]2[C:5]3[C:10]([I:11])=[CH:9][C:8]([C:12]4[C:13]([CH3:18])=[N:14][O:15][C:16]=4[CH3:17])=[CH:7][C:6]=3[NH:19][C:25]2=[O:26])[CH2:3][CH2:2]1, predict the reactants needed to synthesize it. The reactants are: [CH:1]1([NH:4][C:5]2[C:6]([NH2:19])=[CH:7][C:8]([C:12]3[C:13]([CH3:18])=[N:14][O:15][C:16]=3[CH3:17])=[CH:9][C:10]=2[I:11])[CH2:3][CH2:2]1.C1N=CN([C:25](N2C=NC=C2)=[O:26])C=1. (4) Given the product [Cl:32][C:27]1[CH:26]=[C:25]([CH:30]=[CH:29][C:28]=1[F:31])[CH2:24][N:9]([C:3]1[C:2]([Cl:1])=[CH:7][C:6]([Cl:8])=[CH:5][N:4]=1)[S:10]([C:13]1[CH:14]=[CH:15][C:16]([C:17]([O:19][CH3:20])=[O:18])=[CH:21][CH:22]=1)(=[O:12])=[O:11], predict the reactants needed to synthesize it. The reactants are: [Cl:1][C:2]1[C:3]([NH:9][S:10]([C:13]2[CH:22]=[CH:21][C:16]([C:17]([O:19][CH3:20])=[O:18])=[CH:15][CH:14]=2)(=[O:12])=[O:11])=[N:4][CH:5]=[C:6]([Cl:8])[CH:7]=1.Br[CH2:24][C:25]1[CH:30]=[CH:29][C:28]([F:31])=[C:27]([Cl:32])[CH:26]=1. (5) Given the product [CH2:8]([O:7][C:5](=[O:6])[C:4]([NH:13][CH2:11][CH3:12])=[O:10])[CH3:9], predict the reactants needed to synthesize it. The reactants are: C(O[C:4](=[O:10])[C:5]([O:7][CH2:8][CH3:9])=[O:6])C.[CH2:11]([NH2:13])[CH3:12]. (6) Given the product [CH:23]1([C@H:18]([NH:17][C:15]([C:3]2[N:4]=[C:5]([C:7]3[CH:12]=[CH:11][C:10]([O:13][CH3:14])=[CH:9][CH:8]=3)[S:6][C:2]=2[NH:1][C:38]([NH:37][C:31]2[C:32]([Cl:36])=[CH:33][CH:34]=[CH:35][C:30]=2[Cl:29])=[O:39])=[O:16])[C:19]([O:21][CH3:22])=[O:20])[CH2:28][CH2:27][CH2:26][CH2:25][CH2:24]1, predict the reactants needed to synthesize it. The reactants are: [NH2:1][C:2]1[S:6][C:5]([C:7]2[CH:12]=[CH:11][C:10]([O:13][CH3:14])=[CH:9][CH:8]=2)=[N:4][C:3]=1[C:15]([NH:17][C@@H:18]([CH:23]1[CH2:28][CH2:27][CH2:26][CH2:25][CH2:24]1)[C:19]([O:21][CH3:22])=[O:20])=[O:16].[Cl:29][C:30]1[CH:35]=[CH:34][CH:33]=[C:32]([Cl:36])[C:31]=1[N:37]=[C:38]=[O:39]. (7) Given the product [NH2:10][C:11]1[C:12]([C:28]([NH:30][C:31]2[CH:32]=[N:33][CH:34]=[CH:35][C:36]=2[N:37]2[CH2:42][C@H:41]([C:43]([F:46])([F:44])[F:45])[CH2:40][C@H:39]([NH:47][C:48](=[O:49])[O:50][C:51]([CH3:53])([CH3:52])[CH3:54])[CH2:38]2)=[O:29])=[N:13][C:14]2[C:19]([CH:20]=1)=[CH:18][CH:17]=[C:16]([CH:21]1[CH2:22][CH2:23][N:24]([CH3:27])[CH2:25][CH2:26]1)[CH:15]=2, predict the reactants needed to synthesize it. The reactants are: C(OC(=O)[NH:10][C:11]1[C:12]([C:28]([NH:30][C:31]2[CH:32]=[N:33][CH:34]=[CH:35][C:36]=2[N:37]2[CH2:42][C@H:41]([C:43]([F:46])([F:45])[F:44])[CH2:40][C@H:39]([NH:47][C:48]([O:50][C:51]([CH3:54])([CH3:53])[CH3:52])=[O:49])[CH2:38]2)=[O:29])=[N:13][C:14]2[C:19]([CH:20]=1)=[CH:18][CH:17]=[C:16]([C:21]1[CH2:22][CH2:23][N:24]([CH3:27])[CH2:25][CH:26]=1)[CH:15]=2)C1C=CC=CC=1.[H][H]. (8) Given the product [CH3:17][O:16][C:9]1[N:8]=[CH:7][C:6]([CH:5]=[CH:4][C:3]([OH:18])=[O:2])=[C:11]([C:12]([F:15])([F:14])[F:13])[CH:10]=1, predict the reactants needed to synthesize it. The reactants are: C[O:2][C:3](=[O:18])[CH:4]=[CH:5][C:6]1[CH:7]=[N:8][C:9]([O:16][CH3:17])=[CH:10][C:11]=1[C:12]([F:15])([F:14])[F:13].[Li+].[OH-].Cl. (9) Given the product [C:36]1([S:42]([NH:1][C:2]2[N:7]=[CH:6][C:5]([N:8]([CH3:28])[C:9](=[O:27])[C:10]([C:13]3[CH:14]=[C:15]([C:23]([F:26])([F:24])[F:25])[CH:16]=[C:17]([C:19]([F:20])([F:21])[F:22])[CH:18]=3)([CH3:12])[CH3:11])=[C:4]([C:29]3[CH:34]=[CH:33][CH:32]=[CH:31][C:30]=3[CH3:35])[CH:3]=2)(=[O:44])=[O:43])[CH:41]=[CH:40][CH:39]=[CH:38][CH:37]=1, predict the reactants needed to synthesize it. The reactants are: [NH2:1][C:2]1[N:7]=[CH:6][C:5]([N:8]([CH3:28])[C:9](=[O:27])[C:10]([C:13]2[CH:18]=[C:17]([C:19]([F:22])([F:21])[F:20])[CH:16]=[C:15]([C:23]([F:26])([F:25])[F:24])[CH:14]=2)([CH3:12])[CH3:11])=[C:4]([C:29]2[CH:34]=[CH:33][CH:32]=[CH:31][C:30]=2[CH3:35])[CH:3]=1.[C:36]1([S:42](Cl)(=[O:44])=[O:43])[CH:41]=[CH:40][CH:39]=[CH:38][CH:37]=1.